From a dataset of Reaction yield outcomes from USPTO patents with 853,638 reactions. Predict the reaction yield, written as a fraction of the theoretical maximum amount of product (1.0 means a 100% yield; for example, 0.34 means a 34% yield). (1) The reactants are [CH3:1][CH:2]([CH3:34])[C@H:3]([NH:29][C:30](=[O:33])[O:31][CH3:32])[C:4](=[O:28])[N:5]1[CH2:9][CH2:8][CH2:7][C@H:6]1[C:10]1[NH:14][C:13]2[CH:15]=[CH:16][C:17](B3OC(C)(C)C(C)(C)O3)=[CH:18][C:12]=2[N:11]=1.Br[C:36]1[CH:41]=[CH:40][C:39]([C:42]2[NH:46][C:45]([C@@H:47]3[CH2:59][N:57]4[C:58]5[CH:50]([C@@H:51]([NH:60][C:61](=[O:64])[O:62][CH3:63])[CH2:52][CH2:53][C:54]=5[CH:55]=[CH:56]4)[C:49](=[O:65])[CH2:48]3)=[N:44][CH:43]=2)=[CH:38][CH:37]=1.C(=O)(O)[O-].[Na+]. The catalyst is Cl[Pd]Cl.C(O)(C)(C)C. The product is [CH3:63][O:62][C:61](=[O:64])[NH:60][C@@H:51]1[CH:50]2[C:49](=[O:65])[CH2:48][C@H:47]([C:45]3[NH:46][C:42]([C:39]4[CH:38]=[CH:37][C:36]([C:17]5[CH:16]=[CH:15][C:13]6[N:14]=[C:10]([C@@H:6]7[CH2:7][CH2:8][CH2:9][N:5]7[C:4](=[O:28])[C@@H:3]([NH:29][C:30]([O:31][CH3:32])=[O:33])[CH:2]([CH3:34])[CH3:1])[NH:11][C:12]=6[CH:18]=5)=[CH:41][CH:40]=4)=[CH:43][N:44]=3)[CH2:59][N:57]3[C:58]2=[C:54]([CH:55]=[CH:56]3)[CH2:53][CH2:52]1. The yield is 0.331. (2) The reactants are [O:1]1[CH2:6][CH2:5][CH2:4][CH2:3][CH:2]1[CH2:7][OH:8].F[C:10]1[CH:11]=[C:12]([CH3:19])[CH:13]=[CH:14][C:15]=1[N+:16]([O-:18])=[O:17].[CH3:20][C:21]1[CH:27]=[CH:26][C:24]([NH2:25])=[C:23]([O:28][CH2:29][CH:30]2[CH2:35][CH2:34][CH2:33][CH2:32][O:31]2)[CH:22]=1.[NH2:36][C:37]1[S:38][CH:39]=[CH:40][N:41]=1. No catalyst specified. The product is [N+:16]([C:15]1[CH:14]=[CH:13][C:12]([CH3:19])=[CH:11][C:10]=1[O:8][CH2:7][CH:2]1[CH2:3][CH2:4][CH2:5][CH2:6][O:1]1)([O-:18])=[O:17].[CH3:20][C:21]1[CH:27]=[CH:26][C:24]([NH:25][C:7]([NH:36][C:37]2[S:38][CH:39]=[CH:40][N:41]=2)=[O:8])=[C:23]([O:28][CH2:29][CH:30]2[CH2:35][CH2:34][CH2:33][CH2:32][O:31]2)[CH:22]=1. The yield is 0.640. (3) The reactants are [CH3:1][C:2]1([CH3:29])[C:18]2[CH:17]=[C:16]3[C:8]([C:9]4[CH:10]=[C:11]5[C:22]([CH3:24])([CH3:23])[CH2:21][CH2:20][C:19]([CH3:26])([CH3:25])[C:12]5=[CH:13][C:14]=4[CH2:15]3)=[CH:7][C:6]=2[C:5]([CH3:28])([CH3:27])[CH2:4][CH2:3]1.CCCCCC.C([Li])CCC.[C:41]([C:45]1[CH:46]=[CH:47][C:48](=[C:50]([CH3:52])[CH3:51])[CH:49]=1)([CH3:44])([CH3:43])[CH3:42]. The catalyst is C1COCC1.O. The product is [C:41]([C:45]1[CH:46]=[CH:47][CH:48]([C:50]([CH:20]2[CH2:21][C:22]([CH3:24])([CH3:23])[C:11]3[CH:10]=[C:9]4[C:14](=[CH:13][C:12]=3[C:19]2([CH3:26])[CH3:25])[CH2:15][C:16]2[CH:17]=[C:18]3[C:2]([CH3:29])([CH3:1])[CH2:3][CH2:4][C:5]([CH3:28])([CH3:27])[C:6]3=[CH:7][C:8]4=2)([CH3:52])[CH3:51])[CH:49]=1)([CH3:44])([CH3:43])[CH3:42]. The yield is 0.430.